This data is from Full USPTO retrosynthesis dataset with 1.9M reactions from patents (1976-2016). The task is: Predict the reactants needed to synthesize the given product. (1) Given the product [C:35]([NH:2][C@@H:3]1[CH2:8][CH2:7][C@H:6]([NH:9][C:10]([C:12]2[C:16]3[N:17]=[CH:18][N:19]=[C:20]([C:21]4[CH:26]=[C:25]([CH2:27][CH3:28])[CH:24]=[CH:23][C:22]=4[O:29][CH2:30][CH:31]4[CH2:32][CH2:33]4)[C:15]=3[NH:14][C:13]=2[CH3:34])=[O:11])[CH2:5][CH2:4]1)(=[O:37])[CH3:36], predict the reactants needed to synthesize it. The reactants are: Cl.[NH2:2][C@@H:3]1[CH2:8][CH2:7][C@H:6]([NH:9][C:10]([C:12]2[C:16]3[N:17]=[CH:18][N:19]=[C:20]([C:21]4[CH:26]=[C:25]([CH2:27][CH3:28])[CH:24]=[CH:23][C:22]=4[O:29][CH2:30][CH:31]4[CH2:33][CH2:32]4)[C:15]=3[NH:14][C:13]=2[CH3:34])=[O:11])[CH2:5][CH2:4]1.[C:35](Cl)(=[O:37])[CH3:36]. (2) Given the product [Cl:1][CH2:2][CH:3]1[C:11]2[C:10]3[CH:12]=[CH:13][CH:14]=[C:15]([N+:19]([O-:21])=[O:20])[C:9]=3[C:8]([N+:16]([O-:18])=[O:17])=[CH:7][C:6]=2[NH:5][CH2:4]1, predict the reactants needed to synthesize it. The reactants are: [Cl:1][CH2:2][CH:3]1[C:11]2[C:10]3[CH:12]=[CH:13][CH:14]=[CH:15][C:9]=3[C:8]([N+:16]([O-:18])=[O:17])=[CH:7][C:6]=2[NH:5][CH2:4]1.[N+:19]([O-])([O-:21])=[O:20].[K+].